This data is from Reaction yield outcomes from USPTO patents with 853,638 reactions. The task is: Predict the reaction yield, written as a fraction of the theoretical maximum amount of product (1.0 means a 100% yield; for example, 0.34 means a 34% yield). (1) The reactants are [N+:1]([C:4]1[CH:9]=[CH:8][C:7]([C:10]2[S:11][CH:12]=[CH:13][CH:14]=2)=[CH:6][C:5]=1[NH:15][C:16]([NH:18][CH2:19][CH:20]1[CH2:25][CH2:24][NH:23][CH2:22][CH2:21]1)=[O:17])([O-])=O.[CH3:26]O. The catalyst is [Pd]. The product is [NH2:1][C:4]1[CH:9]=[CH:8][C:7]([C:10]2[S:11][CH:12]=[CH:13][CH:14]=2)=[CH:6][C:5]=1[NH:15][C:16]([NH:18][CH2:19][CH:20]1[CH2:25][CH2:24][N:23]([CH3:26])[CH2:22][CH2:21]1)=[O:17]. The yield is 0.670. (2) The reactants are [Cl:1][C:2]1[CH:25]=[CH:24][CH:23]=[C:22]([C:26]([F:29])([F:28])[F:27])[C:3]=1[C:4]([N:6]1[C:14]2[C:9](=[C:10]([F:15])[CH:11]=[CH:12][CH:13]=2)[C:8]([C:16](N(OC)C)=[O:17])=[N:7]1)=[O:5].[CH:30]([Mg]Br)=[CH2:31].Cl. The catalyst is C1COCC1. The product is [Cl:1][C:2]1[CH:25]=[CH:24][CH:23]=[C:22]([C:26]([F:29])([F:28])[F:27])[C:3]=1[C:4]([N:6]1[C:14]2[C:9](=[C:10]([F:15])[CH:11]=[CH:12][CH:13]=2)[C:8]([C:16](=[O:17])[CH:30]=[CH2:31])=[N:7]1)=[O:5]. The yield is 0.740.